This data is from Forward reaction prediction with 1.9M reactions from USPTO patents (1976-2016). The task is: Predict the product of the given reaction. (1) Given the reactants [CH:1]1([CH:7]([NH:18][C:19]2[CH:24]=[CH:23][C:22]([C:25]([NH:27][CH2:28][CH2:29][C:30]([O:32]CC)=[O:31])=[O:26])=[CH:21][CH:20]=2)[C:8]2[S:16][C:11]3=[N:12][CH:13]=[CH:14][CH:15]=[C:10]3[C:9]=2[CH3:17])[CH2:6][CH2:5][CH2:4][CH2:3][CH2:2]1.O1CCCC1.[OH-].[Na+], predict the reaction product. The product is: [CH:1]1([CH:7]([NH:18][C:19]2[CH:20]=[CH:21][C:22]([C:25]([NH:27][CH2:28][CH2:29][C:30]([OH:32])=[O:31])=[O:26])=[CH:23][CH:24]=2)[C:8]2[S:16][C:11]3=[N:12][CH:13]=[CH:14][CH:15]=[C:10]3[C:9]=2[CH3:17])[CH2:6][CH2:5][CH2:4][CH2:3][CH2:2]1. (2) Given the reactants Cl[C:2]1[CH:3]=[C:4]([C:9]2[C:17]3[C:12](=[CH:13][C:14]([NH:18][S:19]([CH3:22])(=[O:21])=[O:20])=[CH:15][CH:16]=3)[N:11]([CH:23]([CH3:25])[CH3:24])[CH:10]=2)[S:5][C:6]=1[C:7]#[N:8].[F-:26].[Cs+], predict the reaction product. The product is: [C:7]([C:6]1[S:5][C:4]([C:9]2[C:17]3[C:12](=[CH:13][C:14]([NH:18][S:19]([CH3:22])(=[O:21])=[O:20])=[CH:15][CH:16]=3)[N:11]([CH:23]([CH3:25])[CH3:24])[CH:10]=2)=[CH:3][C:2]=1[F:26])#[N:8]. (3) The product is: [Cl:22][C:23]1[N:28]=[CH:27][C:26]([CH2:31][NH:34][C:6]2[N:5]=[CH:4][C:3]([C:1]#[N:2])=[CH:20][C:7]=2[C:8]([NH:10][C@H:11]([C:13]2[CH:18]=[CH:17][C:16]([F:19])=[CH:15][CH:14]=2)[CH3:12])=[O:9])=[CH:25][CH:24]=1. Given the reactants [C:1]([C:3]1[CH:4]=[N:5][C:6](F)=[C:7]([CH:20]=1)[C:8]([NH:10][C@H:11]([C:13]1[CH:18]=[CH:17][C:16]([F:19])=[CH:15][CH:14]=1)[CH3:12])=[O:9])#[N:2].[Cl:22][C:23]1[N:28]=[CH:27][C:26](NC)=[CH:25][CH:24]=1.[CH:31]([N:34](CC)C(C)C)(C)C, predict the reaction product. (4) Given the reactants [Cl:1][C:2]1[CH:11]=[C:10]([C:12](=O)[CH3:13])[C:9]([N:15]2[CH2:20][CH2:19][N:18]([C:21]([C:23]3[C:24]([CH3:29])=[N:25][O:26][C:27]=3[CH3:28])=[O:22])[CH2:17][CH2:16]2)=[C:8]2[C:3]=1[CH:4]=[CH:5][CH:6]=[N:7]2.C([O-])(=O)C.[NH4+].C([BH3-])#[N:36].[Na+].O1CCCC1, predict the reaction product. The product is: [Cl:1][C:2]1[CH:11]=[C:10]([CH:12]([NH2:36])[CH3:13])[C:9]([N:15]2[CH2:20][CH2:19][N:18]([C:21]([C:23]3[C:24]([CH3:29])=[N:25][O:26][C:27]=3[CH3:28])=[O:22])[CH2:17][CH2:16]2)=[C:8]2[C:3]=1[CH:4]=[CH:5][CH:6]=[N:7]2. (5) Given the reactants [CH:1]1([N:4]2[C:9](=[O:10])[C:8]3[C:11]([NH:18][C:19]4[CH:24]=[CH:23][CH:22]=[C:21]([N:25]5[CH2:28][CH:27]([OH:29])[CH2:26]5)[CH:20]=4)=[C:12]([CH3:17])[C:13](=[O:16])[N:14]([CH3:15])[C:7]=3[N:6]([C:30]3[CH:35]=[CH:34][C:33]([I:36])=[CH:32][C:31]=3[F:37])[C:5]2=[O:38])[CH2:3][CH2:2]1.C[O-].[Na+], predict the reaction product. The product is: [CH:1]1([N:4]2[C:9](=[O:10])[C:8]3=[C:7]([NH:6][C:30]4[CH:35]=[CH:34][C:33]([I:36])=[CH:32][C:31]=4[F:37])[N:14]([CH3:15])[C:13](=[O:16])[C:12]([CH3:17])=[C:11]3[N:18]([C:19]3[CH:24]=[CH:23][CH:22]=[C:21]([N:25]4[CH2:26][CH:27]([OH:29])[CH2:28]4)[CH:20]=3)[C:5]2=[O:38])[CH2:2][CH2:3]1. (6) Given the reactants C(=O)([O-])[O-].[K+].[K+].[CH2:7]([O:9][C:10]([C:12]1[C:16](Br)=[C:15]([N+:18]([O-:20])=[O:19])[S:14][CH:13]=1)=[O:11])[CH3:8].[CH2:21]([SH:28])[C:22]1[CH:27]=[CH:26][CH:25]=[CH:24][CH:23]=1, predict the reaction product. The product is: [CH2:7]([O:9][C:10]([C:12]1[C:16]([S:28][CH2:21][C:22]2[CH:27]=[CH:26][CH:25]=[CH:24][CH:23]=2)=[C:15]([N+:18]([O-:20])=[O:19])[S:14][CH:13]=1)=[O:11])[CH3:8]. (7) Given the reactants Cl.[CH:2]1([CH2:5][O:6][C:7]2[CH:12]=[C:11]([F:13])[CH:10]=[CH:9][C:8]=2[C:14]2[C:15]3[NH:22][C:21]([CH3:23])=[C:20]([C:24]([NH:26][C@H:27]4[CH2:32][CH2:31][NH:30][CH2:29][C@H:28]4[OH:33])=[O:25])[C:16]=3[N:17]=[CH:18][N:19]=2)[CH2:4][CH2:3]1.C([O:37][CH2:38][C:39](Cl)=[O:40])(=O)C, predict the reaction product. The product is: [CH:2]1([CH2:5][O:6][C:7]2[CH:12]=[C:11]([F:13])[CH:10]=[CH:9][C:8]=2[C:14]2[C:15]3[NH:22][C:21]([CH3:23])=[C:20]([C:24]([NH:26][C@H:27]4[CH2:32][CH2:31][N:30]([C:38](=[O:37])[CH2:39][OH:40])[CH2:29][C@@H:28]4[OH:33])=[O:25])[C:16]=3[N:17]=[CH:18][N:19]=2)[CH2:4][CH2:3]1. (8) Given the reactants [F:1][C:2]1[CH:3]=[C:4]([C:9]2[C:18]3[C:13](=[CH:14][CH:15]=[CH:16][CH:17]=3)[CH:12]=[CH:11][C:10]=2[CH:19]([NH2:21])[CH3:20])[CH:5]=[C:6]([F:8])[CH:7]=1.[NH2:22][C:23]1[C:28]([C:29]#[N:30])=[C:27](Cl)[N:26]=[CH:25][N:24]=1.CCN(C(C)C)C(C)C, predict the reaction product. The product is: [NH2:22][C:23]1[C:28]([C:29]#[N:30])=[C:27]([NH:21][CH:19]([C:10]2[CH:11]=[CH:12][C:13]3[C:18](=[CH:17][CH:16]=[CH:15][CH:14]=3)[C:9]=2[C:4]2[CH:3]=[C:2]([F:1])[CH:7]=[C:6]([F:8])[CH:5]=2)[CH3:20])[N:26]=[CH:25][N:24]=1.